This data is from Reaction yield outcomes from USPTO patents with 853,638 reactions. The task is: Predict the reaction yield, written as a fraction of the theoretical maximum amount of product (1.0 means a 100% yield; for example, 0.34 means a 34% yield). (1) The reactants are Br[C:2]1[CH:20]=[CH:19][C:5]([CH2:6][CH:7]2[CH2:11][CH2:10][N:9]([CH:12]3[CH2:17][CH2:16][CH2:15][CH2:14][CH2:13]3)[C:8]2=[O:18])=[C:4]([Cl:21])[CH:3]=1.C1(P(C2CCCCC2)C2C=CC=CC=2C2C(C(C)C)=CC(C(C)C)=CC=2C(C)C)CCCCC1.CC(C)([O-])C.[K+].[CH3:62][NH:63][CH2:64][C:65]1[CH:70]=[CH:69][CH:68]=[CH:67][CH:66]=1.[Cl-].[NH4+]. The catalyst is C(O)(C)(C)C.C1C=CC(/C=C/C(/C=C/C2C=CC=CC=2)=O)=CC=1.C1C=CC(/C=C/C(/C=C/C2C=CC=CC=2)=O)=CC=1.C1C=CC(/C=C/C(/C=C/C2C=CC=CC=2)=O)=CC=1.[Pd].[Pd]. The product is [CH2:64]([N:63]([CH3:62])[C:2]1[CH:20]=[CH:19][C:5]([CH2:6][CH:7]2[CH2:11][CH2:10][N:9]([CH:12]3[CH2:17][CH2:16][CH2:15][CH2:14][CH2:13]3)[C:8]2=[O:18])=[C:4]([Cl:21])[CH:3]=1)[C:65]1[CH:70]=[CH:69][CH:68]=[CH:67][CH:66]=1. The yield is 0.730. (2) The reactants are C1(P(C2C=CC=CC=2)C2C=CC=CC=2)C=CC=CC=1.[N:20]([CH2:23][C:24]1[CH:32]=[C:31]([C:33]2[C:41]3[C:36](=[N:37][CH:38]=[C:39]([C:42]4[CH:47]=[CH:46][CH:45]=[CH:44][CH:43]=4)[CH:40]=3)[NH:35][CH:34]=2)[CH:30]=[CH:29][C:25]=1[C:26]([OH:28])=[O:27])=[N+]=[N-].O. The catalyst is C1COCC1.CN(C=O)C. The product is [NH2:20][CH2:23][C:24]1[CH:32]=[C:31]([C:33]2[C:41]3[C:36](=[N:37][CH:38]=[C:39]([C:42]4[CH:47]=[CH:46][CH:45]=[CH:44][CH:43]=4)[CH:40]=3)[NH:35][CH:34]=2)[CH:30]=[CH:29][C:25]=1[C:26]([OH:28])=[O:27]. The yield is 0.380. (3) The reactants are Br[C:2]1[C:3]([NH:9][C:10]2[C:11](=[O:26])[N:12]([CH2:17][C:18]3[CH:23]=[CH:22][C:21]([O:24][CH3:25])=[CH:20][CH:19]=3)[CH:13]=[C:14]([Cl:16])[N:15]=2)=[N:4][CH:5]=[C:6]([CH3:8])[CH:7]=1.C(N(CC)CC)C.[CH3:34][Si:35]([C:38]#[CH:39])([CH3:37])[CH3:36]. The catalyst is C1COCC1.[Cu](I)I.[Cu]I.C1(P(C2C=CC=CC=2)C2C=CC=CC=2)C=CC=CC=1. The product is [Cl:16][C:14]1[N:15]=[C:10]([NH:9][C:3]2[C:2]([C:39]#[C:38][Si:35]([CH3:37])([CH3:36])[CH3:34])=[CH:7][C:6]([CH3:8])=[CH:5][N:4]=2)[C:11](=[O:26])[N:12]([CH2:17][C:18]2[CH:23]=[CH:22][C:21]([O:24][CH3:25])=[CH:20][CH:19]=2)[CH:13]=1. The yield is 0.810. (4) The reactants are [OH:1][C:2]([C:9](=[O:27])[NH:10][C@@H:11]1[C:17](=[O:18])[NH:16][C:15]2[CH:19]=[CH:20][CH:21]=[CH:22][C:14]=2[C:13]2[CH:23]=[CH:24][CH:25]=[CH:26][C:12]1=2)([CH2:6][CH2:7][CH3:8])[C:3](O)=[O:4].Cl.[F:29][C:30]([F:35])([F:34])[CH2:31][CH2:32]N.O.O[N:38]1C2C=CC=CC=2N=N1.C(N(C(C)C)CC)(C)C.Cl.CN(C)CCCN=C=NCC. The catalyst is O1CCCC1. The product is [OH:1][C:2]([CH2:6][CH2:7][CH3:8])([C:3]([NH2:38])=[O:4])[C:9]([N:10]([C@@H:11]1[C:17](=[O:18])[NH:16][C:15]2[CH:19]=[CH:20][CH:21]=[CH:22][C:14]=2[C:13]2[CH:23]=[CH:24][CH:25]=[CH:26][C:12]1=2)[CH2:32][CH2:31][C:30]([F:35])([F:34])[F:29])=[O:27]. The yield is 0.570. (5) The reactants are [F:1][C:2]1[CH:7]=[CH:6][C:5]([C@H:8]([NH:24][C:25]2[C:34]3[C:29](=[C:30]([C:35]([NH2:37])=[O:36])[CH:31]=[CH:32][CH:33]=3)[N:28]=[C:27]([CH3:38])[N:26]=2)[CH2:9][N:10]([CH3:23])S(C2C=CC([N+]([O-])=O)=CC=2)(=O)=O)=[CH:4][CH:3]=1.C([O-])([O-])=O.[Cs+].[Cs+].C1(S)C=CC=CC=1. The catalyst is CC#N. The product is [F:1][C:2]1[CH:7]=[CH:6][C:5]([C@H:8]([NH:24][C:25]2[C:34]3[C:29](=[C:30]([C:35]([NH2:37])=[O:36])[CH:31]=[CH:32][CH:33]=3)[N:28]=[C:27]([CH3:38])[N:26]=2)[CH2:9][NH:10][CH3:23])=[CH:4][CH:3]=1. The yield is 0.430. (6) The reactants are C([O:8][CH2:9][C@@H:10]([C:13]1[CH:18]=[CH:17][C:16]([B:19]([OH:21])[OH:20])=[CH:15][C:14]=1[CH3:22])[CH2:11][F:12])C1C=CC=CC=1. The catalyst is [Pd].CO. The product is [F:12][CH2:11][C@H:10]([C:13]1[CH:18]=[CH:17][C:16]([B:19]([OH:21])[OH:20])=[CH:15][C:14]=1[CH3:22])[CH2:9][OH:8]. The yield is 0.713. (7) The reactants are [C:1]([NH:4][C:5]1[CH:6]=[C:7]([C:11]2[CH:16]=[N:15][CH:14]=[C:13](Cl)[N:12]=2)[CH:8]=[CH:9][CH:10]=1)(=[O:3])[CH3:2].[O:18]1[CH2:23][CH2:22][N:21]([S:24]([C:27]2[CH:33]=[CH:32][C:30]([NH2:31])=[CH:29][CH:28]=2)(=[O:26])=[O:25])[CH2:20][CH2:19]1.C1C=CC(P(C2C(C3C(P(C4C=CC=CC=4)C4C=CC=CC=4)=CC=C4C=3C=CC=C4)=C3C(C=CC=C3)=CC=2)C2C=CC=CC=2)=CC=1.CC(C)([O-])C.[Na+]. The catalyst is C1(C)C=CC=CC=1. The product is [O:18]1[CH2:19][CH2:20][N:21]([S:24]([C:27]2[CH:28]=[CH:29][C:30]([NH:31][C:13]3[N:12]=[C:11]([C:7]4[CH:6]=[C:5]([NH:4][C:1](=[O:3])[CH3:2])[CH:10]=[CH:9][CH:8]=4)[CH:16]=[N:15][CH:14]=3)=[CH:32][CH:33]=2)(=[O:26])=[O:25])[CH2:22][CH2:23]1. The yield is 0.312.